This data is from Catalyst prediction with 721,799 reactions and 888 catalyst types from USPTO. The task is: Predict which catalyst facilitates the given reaction. (1) Product: [ClH:1].[Cl:1][C:2]1[C:3]([NH:17][CH:18]2[CH2:35][CH2:34][C:21]3([CH2:26][CH2:25][NH:24][CH2:23][CH2:22]3)[CH2:20][CH2:19]2)=[N:4][C:5]([NH:8][C:9]2[CH:13]=[C:12]([CH:14]3[CH2:16][CH2:15]3)[NH:11][N:10]=2)=[N:6][CH:7]=1. The catalyst class is: 2. Reactant: [Cl:1][C:2]1[C:3]([NH:17][CH:18]2[CH2:35][CH2:34][C:21]3([CH2:26][CH2:25][N:24](C(OC(C)(C)C)=O)[CH2:23][CH2:22]3)[CH2:20][CH2:19]2)=[N:4][C:5]([NH:8][C:9]2[CH:13]=[C:12]([CH:14]3[CH2:16][CH2:15]3)[NH:11][N:10]=2)=[N:6][CH:7]=1.Cl.C(OCC)(=O)C. (2) Reactant: [CH:1]1([C:4]2[NH:5][C:6]([C:9]3[CH:14]=[CH:13][C:12]([C:15]4[N:19]5[CH:20]=[C:21]([C:26]6[CH:31]=[CH:30][C:29]([CH:32]=[CH2:33])=[CH:28][CH:27]=6)[N:22]=[C:23]([S:24][CH3:25])[C:18]5=[N:17][CH:16]=4)=[CH:11][CH:10]=3)=[CH:7][N:8]=2)[CH2:3][CH2:2]1.[OH-:34].[Na+].OO.O. Product: [CH:1]1([C:4]2[NH:5][C:6]([C:9]3[CH:10]=[CH:11][C:12]([C:15]4[N:19]5[CH:20]=[C:21]([C:26]6[CH:27]=[CH:28][C:29]([CH:32]([OH:34])[CH3:33])=[CH:30][CH:31]=6)[N:22]=[C:23]([S:24][CH3:25])[C:18]5=[N:17][CH:16]=4)=[CH:13][CH:14]=3)=[CH:7][N:8]=2)[CH2:2][CH2:3]1. The catalyst class is: 7. (3) Reactant: [CH2:1]([O:3][CH2:4][C:5]1[N:6]([CH2:19][C:20]([OH:23])([CH3:22])[CH3:21])[C:7]2[C:16]3[CH:15]=[CH:14][C:13]([OH:17])=[CH:12][C:11]=3[N:10]=[CH:9][C:8]=2[N:18]=1)[CH3:2].C1(P(C2C=CC=CC=2)C2C=CC=CC=2)C=CC=CC=1.O[CH:44]1[CH2:49][CH2:48][N:47]([C:50]([O:52][C:53]([CH3:56])([CH3:55])[CH3:54])=[O:51])[CH2:46][CH2:45]1.N(C(OC(C)C)=O)=NC(OC(C)C)=O. Product: [CH2:1]([O:3][CH2:4][C:5]1[N:6]([CH2:19][C:20]([OH:23])([CH3:22])[CH3:21])[C:7]2[C:16]3[CH:15]=[CH:14][C:13]([O:17][CH:44]4[CH2:49][CH2:48][N:47]([C:50]([O:52][C:53]([CH3:56])([CH3:55])[CH3:54])=[O:51])[CH2:46][CH2:45]4)=[CH:12][C:11]=3[N:10]=[CH:9][C:8]=2[N:18]=1)[CH3:2]. The catalyst class is: 1. (4) Reactant: N[CH:2]1[CH2:7][CH2:6][N:5]([CH2:8][C:9]2[CH:14]=[CH:13][CH:12]=[CH:11][CH:10]=2)[CH2:4][CH2:3]1.[BH3-][C:16]#[N:17].[Na+].[CH3:19]C(O)=O.C=O.C(Cl)[Cl:26]. Product: [ClH:26].[ClH:26].[CH2:8]([N:5]1[CH2:6][CH2:7][CH:2]([N:17]([CH3:16])[CH3:19])[CH2:3][CH2:4]1)[C:9]1[CH:14]=[CH:13][CH:12]=[CH:11][CH:10]=1. The catalyst class is: 5. (5) Reactant: [NH2:1][C:2]1[N:3]=[N:4][C:5]([Cl:8])=[CH:6][CH:7]=1.Cl[CH:10]([C:16]([CH3:18])=O)[C:11]([O:13][CH2:14][CH3:15])=[O:12]. Product: [CH2:14]([O:13][C:11]([C:10]1[N:3]2[N:4]=[C:5]([Cl:8])[CH:6]=[CH:7][C:2]2=[N:1][C:16]=1[CH3:18])=[O:12])[CH3:15]. The catalyst class is: 8. (6) Reactant: C([O:4][CH2:5][C:6]#[C:7][CH2:8][N:9]1[C:13]([C:15]2[CH:20]=[CH:19][C:18]([OH:21])=[CH:17][CH:16]=2)([CH3:14])[C:12](=[O:22])[N:11]([C:23]2[CH:28]=[CH:27][C:26]([Cl:29])=[C:25]([Cl:30])[CH:24]=2)[C:10]1=[O:31])(=O)C. Product: [Cl:30][C:25]1[CH:24]=[C:23]([N:11]2[C:12](=[O:22])[C:13]([C:15]3[CH:20]=[CH:19][C:18]([OH:21])=[CH:17][CH:16]=3)([CH3:14])[N:9]([CH2:8][C:7]#[C:6][CH2:5][OH:4])[C:10]2=[O:31])[CH:28]=[CH:27][C:26]=1[Cl:29]. The catalyst class is: 361. (7) Reactant: [C:1]([C:3]1[CH:19]=[CH:18][C:6]([O:7][C:8]2[CH:9]=[CH:10][C:11]3[B:15]([OH:16])[O:14][CH2:13][C:12]=3[CH:17]=2)=[C:5]([CH:20]=O)[CH:4]=1)#[N:2].[NH:22]1[CH2:27][CH2:26][O:25][CH2:24][CH2:23]1.C(O)(=O)C.C([BH3-])#N. Product: [OH:16][B:15]1[C:11]2[CH:10]=[CH:9][C:8]([O:7][C:6]3[CH:18]=[CH:19][C:3]([C:1]#[N:2])=[CH:4][C:5]=3[CH2:20][N:22]3[CH2:27][CH2:26][O:25][CH2:24][CH2:23]3)=[CH:17][C:12]=2[CH2:13][O:14]1. The catalyst class is: 24.